This data is from Forward reaction prediction with 1.9M reactions from USPTO patents (1976-2016). The task is: Predict the product of the given reaction. Given the reactants [C:1]([O:5][C:6]([N:8]1[C:16]2[C:11](=[CH:12][C:13]([OH:17])=[CH:14][CH:15]=2)[CH:10]=[CH:9]1)=[O:7])([CH3:4])([CH3:3])[CH3:2].C([O-])([O-])=O.[K+].[K+].[Br:24][CH2:25][CH2:26][CH2:27][CH2:28]Br, predict the reaction product. The product is: [C:1]([O:5][C:6]([N:8]1[C:16]2[C:11](=[CH:12][C:13]([O:17][CH2:28][CH2:27][CH2:26][CH2:25][Br:24])=[CH:14][CH:15]=2)[CH:10]=[CH:9]1)=[O:7])([CH3:4])([CH3:2])[CH3:3].